Dataset: Forward reaction prediction with 1.9M reactions from USPTO patents (1976-2016). Task: Predict the product of the given reaction. (1) Given the reactants [CH3:1][CH:2]([CH2:35][CH3:36])[CH2:3][O:4][C:5]1[CH:6]=[C:7]([C:17]2[CH:22]=[CH:21][C:20]([O:23][CH2:24][CH:25]([CH3:28])[CH2:26][CH3:27])=[C:19]([O:29][CH2:30][CH:31]([CH3:34])[CH2:32][CH3:33])[CH:18]=2)[CH:8]=[CH:9][C:10]=1[O:11][CH2:12][CH:13]([CH3:16])[CH2:14][CH3:15].[Br:37]N1C(=O)CCC1=O.O, predict the reaction product. The product is: [Br:37][C:22]1[CH:21]=[C:20]([O:23][CH2:24][CH:25]([CH3:28])[CH2:26][CH3:27])[C:19]([O:29][CH2:30][CH:31]([CH3:34])[CH2:32][CH3:33])=[CH:18][C:17]=1[C:7]1[CH:8]=[CH:9][C:10]([O:11][CH2:12][CH:13]([CH3:16])[CH2:14][CH3:15])=[C:5]([O:4][CH2:3][CH:2]([CH3:1])[CH2:35][CH3:36])[CH:6]=1. (2) Given the reactants [Cl:1][C:2]1[C:3]([NH:18][CH:19]2[CH2:26][CH:22]3[CH2:23][NH:24][CH2:25][CH:21]3[CH2:20]2)=[N:4][C:5]([NH:8][C:9]2[CH:10]=[N:11][N:12]([CH2:14][CH:15]3[CH2:17][CH2:16]3)[CH:13]=2)=[N:6][CH:7]=1.[C:27]([CH2:29][C:30](O)=[O:31])#[N:28].CN(C(ON1N=NC2C=CC=NC1=2)=[N+](C)C)C.F[P-](F)(F)(F)(F)F.CCN(CC)CC, predict the reaction product. The product is: [Cl:1][C:2]1[C:3]([NH:18][CH:19]2[CH2:26][CH:22]3[CH2:23][N:24]([C:30](=[O:31])[CH2:29][C:27]#[N:28])[CH2:25][CH:21]3[CH2:20]2)=[N:4][C:5]([NH:8][C:9]2[CH:10]=[N:11][N:12]([CH2:14][CH:15]3[CH2:17][CH2:16]3)[CH:13]=2)=[N:6][CH:7]=1. (3) Given the reactants [Cl:1][C:2]1[CH:3]=[C:4]([CH:9]2[CH:13]([NH:14][CH3:15])[CH2:12][N:11]([C:16]([CH:18]3[CH2:23][CH2:22][N:21]([C:24]([C:26]4([CH3:29])[CH2:28][CH2:27]4)=[O:25])[CH2:20][CH2:19]3)=[O:17])[CH2:10]2)[CH:5]=[CH:6][C:7]=1[Cl:8].[Cl:30][C:31]1[CH:39]=[CH:38][C:34]([C:35]([OH:37])=O)=[CH:33][C:32]=1[O:40][CH3:41], predict the reaction product. The product is: [Cl:30][C:31]1[CH:39]=[CH:38][C:34]([C:35]([N:14]([CH:13]2[CH:9]([C:4]3[CH:5]=[CH:6][C:7]([Cl:8])=[C:2]([Cl:1])[CH:3]=3)[CH2:10][N:11]([C:16]([CH:18]3[CH2:19][CH2:20][N:21]([C:24]([C:26]4([CH3:29])[CH2:28][CH2:27]4)=[O:25])[CH2:22][CH2:23]3)=[O:17])[CH2:12]2)[CH3:15])=[O:37])=[CH:33][C:32]=1[O:40][CH3:41]. (4) Given the reactants [CH3:1][O:2][C:3]1[C:4]([CH2:14][CH:15]=[CH2:16])([CH3:13])[C:5]2[C:10]([CH2:11][CH:12]=1)=[CH:9][CH:8]=[CH:7][CH:6]=2.[Cr](O[Cr]([O-])(=O)=O)([O-])(=O)=[O:18].[NH+]1C=CC=CC=1.[NH+]1C=CC=CC=1.C(OO)(C)(C)C, predict the reaction product. The product is: [CH2:14]([C:4]1([CH3:13])[C:5]2[C:10](=[CH:9][CH:8]=[CH:7][CH:6]=2)[C:11](=[O:18])[CH:12]=[C:3]1[O:2][CH3:1])[CH:15]=[CH2:16]. (5) Given the reactants [CH2:1]([O:3][C:4](=[O:28])[CH2:5][N:6]([S:15]([N:18]1[C:27]2[C:22](=[CH:23][CH:24]=[CH:25][CH:26]=2)[CH2:21][CH2:20][CH2:19]1)(=[O:17])=[O:16])[CH2:7][C:8]1[CH:13]=[CH:12][C:11]([OH:14])=[CH:10][CH:9]=1)[CH3:2].C[C:30]1[O:34][C:33]([C:35]2[S:36][CH:37]=[CH:38][CH:39]=2)=[N:32][C:31]=1[CH2:40][CH2:41]O.C1(P(C2C=CC=CC=2)C2C=CC=CC=2)C=CC=CC=1.N(C(OC(C)C)=O)=N[C:64](OC(C)C)=[O:65], predict the reaction product. The product is: [CH2:1]([O:3][C:4](=[O:28])[CH2:5][N:6]([S:15]([N:18]1[C:27]2[C:22](=[CH:23][CH:24]=[CH:25][CH:26]=2)[CH2:21][CH2:20][CH2:19]1)(=[O:17])=[O:16])[CH2:7][C:8]1[CH:9]=[CH:10][C:11]([O:14][CH2:41][CH2:40][C:31]2[N:32]=[C:33]([C:35]3[S:36][CH:37]=[CH:38][CH:39]=3)[O:34][C:30]=2[O:65][CH3:64])=[CH:12][CH:13]=1)[CH3:2]. (6) The product is: [OH:8][C:9]1[CH:33]=[CH:32][C:31]([O:34][CH2:35][CH:36]2[CH2:37][CH2:38][N:39]([CH3:42])[CH2:40][CH2:41]2)=[CH:30][C:10]=1[C:11]([NH:13][C:14]1[CH:23]=[C:22]([C:24]2[CH:25]=[CH:26][CH:27]=[CH:28][CH:29]=2)[CH:21]=[CH:20][C:15]=1[C:16]([O:18][CH3:19])=[O:17])=[O:12]. Given the reactants C([O:8][C:9]1[CH:33]=[CH:32][C:31]([O:34][CH2:35][CH:36]2[CH2:41][CH2:40][N:39]([CH3:42])[CH2:38][CH2:37]2)=[CH:30][C:10]=1[C:11]([NH:13][C:14]1[CH:23]=[C:22]([C:24]2[CH:29]=[CH:28][CH:27]=[CH:26][CH:25]=2)[CH:21]=[CH:20][C:15]=1[C:16]([O:18][CH3:19])=[O:17])=[O:12])C1C=CC=CC=1.C(Cl)(Cl)Cl, predict the reaction product. (7) Given the reactants [F:1][C:2]1[CH:3]=[CH:4][C:5]([CH3:12])=[C:6]([S:8](Cl)(=[O:10])=[O:9])[CH:7]=1.[CH3:13][NH2:14], predict the reaction product. The product is: [F:1][C:2]1[CH:3]=[CH:4][C:5]([CH3:12])=[C:6]([S:8]([NH:14][CH3:13])(=[O:10])=[O:9])[CH:7]=1. (8) The product is: [C:28]([O:31][C:32]([NH:18][C:13]1[CH:14]=[N:15][CH:16]=[CH:17][C:12]=1[C@H:8]1[CH2:7][C@@H:6]([NH:19][C:20](=[O:21])[O:22][C:23]([CH3:25])([CH3:24])[CH3:42])[C@H:5]([OH:4])[C@@H:10]([CH3:11])[CH2:9]1)=[O:33])([CH3:30])([CH3:29])[CH3:27]. Given the reactants C([O:4][C@@H:5]1[C@@H:10]([CH3:11])[CH2:9][C@@H:8]([C:12]2[CH:17]=[CH:16][N:15]=[CH:14][C:13]=2[NH2:18])[CH2:7][C@H:6]1[NH:19][C:20]([O:22][C:23](C)([CH3:25])[CH3:24])=[O:21])(=O)C.[CH3:27][C:28]([O:31][C:32](O[C:32]([O:31][C:28]([CH3:30])([CH3:29])[CH3:27])=[O:33])=[O:33])([CH3:30])[CH3:29].[C:42]([O-])([O-])=O.[K+].[K+], predict the reaction product.